This data is from Full USPTO retrosynthesis dataset with 1.9M reactions from patents (1976-2016). The task is: Predict the reactants needed to synthesize the given product. Given the product [OH:38][CH:2]([CH2:3][OH:34])[CH2:1][C:4]1([S:7]([NH:10][C:11]2[C:19]([NH:20][C:21]3[CH:26]=[CH:25][C:24]([Br:27])=[CH:23][C:22]=3[Cl:28])=[C:18]([F:29])[C:14]3[N:15]=[CH:16][O:17][C:13]=3[CH:12]=2)(=[O:9])=[O:8])[CH2:6][CH2:5]1, predict the reactants needed to synthesize it. The reactants are: [CH2:1]([C:4]1([S:7]([NH:10][C:11]2[C:19]([NH:20][C:21]3[CH:26]=[CH:25][C:24]([Br:27])=[CH:23][C:22]=3[Cl:28])=[C:18]([F:29])[C:14]3[N:15]=[CH:16][O:17][C:13]=3[CH:12]=2)(=[O:9])=[O:8])[CH2:6][CH2:5]1)[CH:2]=[CH2:3].C[N+]1([O-])CC[O:34]CC1.[OH2:38].